Dataset: Forward reaction prediction with 1.9M reactions from USPTO patents (1976-2016). Task: Predict the product of the given reaction. (1) Given the reactants [C:1]([CH2:4][C:5]1[CH:13]=[C:12]([O:14][CH3:15])[CH:11]=[CH:10][C:6]=1[C:7]([OH:9])=[O:8])([OH:3])=O.N1C=CC=CC=1.CCOCC.[C:27](O[C:27]([C:29]([F:32])([F:31])[F:30])=[O:28])([C:29]([F:32])([F:31])[F:30])=[O:28], predict the reaction product. The product is: [CH3:15][O:14][C:12]1[CH:13]=[C:5]2[C:6](=[CH:10][CH:11]=1)[C:7](=[O:8])[O:9][C:1](=[O:3])[CH:4]2[C:27](=[O:28])[C:29]([F:32])([F:31])[F:30]. (2) Given the reactants Cl[C:2]1[CH:3]=[C:4]([N:8]2[N:12]=[N:11][C:10]([C:13]3[CH:18]=[CH:17][CH:16]=[CH:15][N:14]=3)=[N:9]2)[CH:5]=[CH:6][CH:7]=1.[F:19]C1C=CC(NC2C=CC=CC=2)=CC=1.N1C=CC=CC=1C=O, predict the reaction product. The product is: [F:19][C:7]1[CH:6]=[CH:5][C:4]([N:8]2[N:12]=[N:11][C:10]([C:13]3[CH:18]=[CH:17][CH:16]=[CH:15][N:14]=3)=[N:9]2)=[CH:3][CH:2]=1. (3) Given the reactants [CH3:1][C@@:2]1([C:8]([O:10][CH2:11][CH3:12])=[O:9])[CH2:7][CH2:6][CH2:5][NH:4][CH2:3]1.C(N(CC)CC)C.Cl[C:21]([O:23][CH2:24][C:25]1[CH:30]=[CH:29][CH:28]=[CH:27][CH:26]=1)=[O:22].CCOC(C)=O, predict the reaction product. The product is: [CH3:1][C@@:2]1([C:8]([O:10][CH2:11][CH3:12])=[O:9])[CH2:7][CH2:6][CH2:5][N:4]([C:21]([O:23][CH2:24][C:25]2[CH:30]=[CH:29][CH:28]=[CH:27][CH:26]=2)=[O:22])[CH2:3]1. (4) The product is: [CH3:23][S:24]([N:1]1[CH2:6][CH2:5][NH:4][CH2:3][CH2:2]1)(=[O:26])=[O:25]. Given the reactants [N:1]1(C(OCC2C=CC=CC=2)=O)[CH2:6][CH2:5][NH:4][CH2:3][CH2:2]1.N1C=CC=CC=1.[CH3:23][S:24](Cl)(=[O:26])=[O:25], predict the reaction product. (5) Given the reactants [CH:1]1([C:4]2[C:5]([N:30]3[CH2:35][CH2:34][N:33](C(OC(C)(C)C)=O)[CH2:32][CH2:31]3)=[C:6]3[C:12](/[CH:13]=[CH:14]/[C:15]4[CH:16]=[N:17][CH:18]=[CH:19][CH:20]=4)=[N:11][N:10](CC4C=CC(OC)=CC=4)[C:7]3=[N:8][CH:9]=2)[CH2:3][CH2:2]1.C(O)(C(F)(F)F)=O.C(Cl)[Cl:51], predict the reaction product. The product is: [ClH:51].[CH:1]1([C:4]2[C:5]([N:30]3[CH2:35][CH2:34][NH:33][CH2:32][CH2:31]3)=[C:6]3[C:12](/[CH:13]=[CH:14]/[C:15]4[CH:16]=[N:17][CH:18]=[CH:19][CH:20]=4)=[N:11][NH:10][C:7]3=[N:8][CH:9]=2)[CH2:3][CH2:2]1. (6) The product is: [NH2:34][C:24]1[C:25]([CH2:27][C@H:28]([OH:33])[C:29]([F:31])([F:32])[F:30])=[CH:26][C:21]([CH2:20][C@H:13]2[C@H:12]3[C@@H:17]([N:9]([CH2:8][C:7]4[CH:41]=[CH:42][CH:43]=[C:5]([C:1]([CH3:3])([CH3:2])[CH3:4])[CH:6]=4)[C:10](=[O:40])[O:11]3)[CH2:16][S:15](=[O:19])(=[O:18])[CH2:14]2)=[CH:22][C:23]=1[F:39]. Given the reactants [C:1]([C:5]1[CH:6]=[C:7]([CH:41]=[CH:42][CH:43]=1)[CH2:8][N:9]1[C@@H:17]2[C@H:12]([C@H:13]([CH2:20][C:21]3[CH:26]=[C:25]([CH2:27][C@H:28]([OH:33])[C:29]([F:32])([F:31])[F:30])[C:24]([N:34]=CN(C)C)=[C:23]([F:39])[CH:22]=3)[CH2:14][S:15](=[O:19])(=[O:18])[CH2:16]2)[O:11][C:10]1=[O:40])([CH3:4])([CH3:3])[CH3:2], predict the reaction product.